Dataset: Forward reaction prediction with 1.9M reactions from USPTO patents (1976-2016). Task: Predict the product of the given reaction. (1) Given the reactants [Cl:1][C:2]1[CH:3]=[C:4]([NH:9][C:10]2[C:19]3[C:14](=[CH:15][C:16]([O:21][CH2:22][CH:23]([F:25])[F:24])=[C:17]([NH2:20])[CH:18]=3)[N:13]=[CH:12][N:11]=2)[CH:5]=[CH:6][C:7]=1[F:8].C(N(CC)C(C)C)(C)C.Br[CH2:36][CH:37]=[CH:38][C:39](Cl)=[O:40].[NH:42]1[CH2:47][CH2:46][CH2:45][CH2:44][CH2:43]1, predict the reaction product. The product is: [Cl:1][C:2]1[CH:3]=[C:4]([NH:9][C:10]2[C:19]3[C:14](=[CH:15][C:16]([O:21][CH2:22][CH:23]([F:25])[F:24])=[C:17]([NH:20][C:39](=[O:40])[CH:38]=[CH:37][CH2:36][N:42]4[CH2:47][CH2:46][CH2:45][CH2:44][CH2:43]4)[CH:18]=3)[N:13]=[CH:12][N:11]=2)[CH:5]=[CH:6][C:7]=1[F:8]. (2) Given the reactants [Cl:1][C:2]1[CH:3]=[C:4]([C@H:9]2[CH2:13][N:12]([C:14]([CH:16]3[CH2:21][CH2:20][N:19]([C:22]([C:24]4([CH3:27])[CH2:26][CH2:25]4)=[O:23])[CH2:18][CH2:17]3)=[O:15])[CH2:11][C@@H:10]2[N:28]([CH3:32])[C:29](Cl)=[O:30])[CH:5]=[CH:6][C:7]=1[Cl:8].[CH:33]1([CH2:36][CH2:37][NH:38][CH3:39])[CH2:35][CH2:34]1.C(N(CC)C(C)C)(C)C, predict the reaction product. The product is: [CH:33]1([CH2:36][CH2:37][N:38]([CH3:39])[C:29]([N:28]([C@@H:10]2[C@@H:9]([C:4]3[CH:5]=[CH:6][C:7]([Cl:8])=[C:2]([Cl:1])[CH:3]=3)[CH2:13][N:12]([C:14]([CH:16]3[CH2:17][CH2:18][N:19]([C:22]([C:24]4([CH3:27])[CH2:25][CH2:26]4)=[O:23])[CH2:20][CH2:21]3)=[O:15])[CH2:11]2)[CH3:32])=[O:30])[CH2:35][CH2:34]1. (3) Given the reactants Br.[CH3:2][C:3]1([CH3:27])[CH2:12][CH2:11][C:10]([CH3:14])([CH3:13])[C:9]2[CH:8]=[C:7]([C:15]3[N:16]=[C:17]([N:20]4[CH2:25][CH2:24][CH:23]([NH2:26])[CH2:22][CH2:21]4)[S:18][CH:19]=3)[CH:6]=[CH:5][C:4]1=2.[Si]([O:35][CH2:36][CH2:37][CH:38]=O)(C(C)(C)C)(C)C.CCCC[N+](CCCC)(CCCC)CCCC.[F-].C1COCC1, predict the reaction product. The product is: [CH3:2][C:3]1([CH3:27])[CH2:12][CH2:11][C:10]([CH3:13])([CH3:14])[C:9]2[CH:8]=[C:7]([C:15]3[N:16]=[C:17]([N:20]4[CH2:25][CH2:24][CH:23]([NH:26][CH2:38][CH2:37][CH2:36][OH:35])[CH2:22][CH2:21]4)[S:18][CH:19]=3)[CH:6]=[CH:5][C:4]1=2. (4) Given the reactants [F:1][CH:2]([F:24])[C:3]1[N:8]2[N:9]=[CH:10][C:11]([C:12]#[CH:13])=[C:7]2[N:6]=[C:5]([C:14]2[CH:19]=[CH:18][C:17]([C:20]([F:23])([F:22])[F:21])=[CH:16][CH:15]=2)[CH:4]=1.[OH:25][CH2:26][C:27]([NH:30][S:31]([C:34]1[S:35][C:36](Cl)=[CH:37][CH:38]=1)(=[O:33])=[O:32])([CH3:29])[CH3:28], predict the reaction product. The product is: [OH:25][CH2:26][C:27]([NH:30][S:31]([C:34]1[S:35][C:36]([C:13]#[C:12][C:11]2[CH:10]=[N:9][N:8]3[C:3]([CH:2]([F:1])[F:24])=[CH:4][C:5]([C:14]4[CH:19]=[CH:18][C:17]([C:20]([F:23])([F:22])[F:21])=[CH:16][CH:15]=4)=[N:6][C:7]=23)=[CH:37][CH:38]=1)(=[O:33])=[O:32])([CH3:29])[CH3:28]. (5) The product is: [CH3:1][N:2]([CH:3]1[CH2:4][CH2:5][N:6]([CH2:9][C:10]2[CH:15]=[CH:14][N:13]=[C:12]([C:16]3[CH:21]=[C:20]([O:22][CH3:23])[C:19]([O:24][CH3:25])=[C:18]([O:26][CH3:27])[CH:17]=3)[CH:11]=2)[CH2:7][CH2:8]1)[CH2:43][C:42]1[CH:45]=[CH:46][CH:47]=[C:40]([C:32]2[CH:33]=[C:34]([O:38][CH3:39])[C:35]([O:36][CH3:37])=[C:30]([O:29][CH3:28])[CH:31]=2)[CH:41]=1. Given the reactants [CH3:1][NH:2][CH:3]1[CH2:8][CH2:7][N:6]([CH2:9][C:10]2[CH:15]=[CH:14][N:13]=[C:12]([C:16]3[CH:21]=[C:20]([O:22][CH3:23])[C:19]([O:24][CH3:25])=[C:18]([O:26][CH3:27])[CH:17]=3)[CH:11]=2)[CH2:5][CH2:4]1.[CH3:28][O:29][C:30]1[CH:31]=[C:32]([C:40]2[CH:41]=[C:42]([CH:45]=[CH:46][CH:47]=2)[CH2:43]Cl)[CH:33]=[C:34]([O:38][CH3:39])[C:35]=1[O:36][CH3:37], predict the reaction product. (6) Given the reactants [O:1]=[C:2]1[C:7]([C:8]([O:10]C)=[O:9])=[CH:6][CH:5]=[CH:4][N:3]1[C:12]1[CH:17]=[CH:16][CH:15]=[CH:14][CH:13]=1.[Li+].[OH-].CCOC(C)=O.Cl, predict the reaction product. The product is: [O:1]=[C:2]1[C:7]([C:8]([OH:10])=[O:9])=[CH:6][CH:5]=[CH:4][N:3]1[C:12]1[CH:17]=[CH:16][CH:15]=[CH:14][CH:13]=1. (7) Given the reactants [F:1][C:2]([F:13])([F:12])[C:3]1[CH:4]=[C:5]([CH2:9][C:10]#[N:11])[CH:6]=[CH:7][CH:8]=1, predict the reaction product. The product is: [F:1][C:2]([F:12])([F:13])[C:3]1[CH:4]=[C:5]([CH2:9][CH2:10][NH2:11])[CH:6]=[CH:7][CH:8]=1.